This data is from Experimentally validated miRNA-target interactions with 360,000+ pairs, plus equal number of negative samples. The task is: Binary Classification. Given a miRNA mature sequence and a target amino acid sequence, predict their likelihood of interaction. (1) The miRNA is hsa-miR-1252-3p with sequence CAAAUGAGCUUAAUUUCCUUUU. The protein sequence of the target gene is MALTDGGWCLPKRFGAAAADAGDSGPFPAREPSSPLSPISSSSSSCSRGGDRGPCGASNCRTPQLDAEAVAGPPGRSLLLSPYASHPFAAAHGAAAPGVAGPGSALSTWEDLLLFTDLDQAATASKLLWSSRGAKLSPFAAEQPEEMYQTLAALSSQGPAAYDGAPGGFVHSAAAAAAAAAAASSPVYVPTTRVGSMLSGLPYLQGAGSGPSNHAGGAGAHPGWSQASADSPPYGGGGAAGGGAAGPGGAGSATAHASARFPYSPSPPMANGAARDPGGYVAAGGTGAGSVSGGGGSLAA.... Result: 0 (no interaction). (2) Result: 0 (no interaction). The protein sequence of the target gene is MEPPQCVEELEDDVFQSEDGEPGTQPGGLLSADLFAQSQLDCPLSRLQLFPLTHCCGPGLRPISQEDKATQTLSPASPSQGVMLPCGVTEEPQRLFYGNAGYRLPLPASFPAGSPLGEQPPEGQFLQHRAEVQIARKLQCIADQFHRLHTQQHQQNRDRAWWQVFLFLQNLALNRQENREGVGPW. The miRNA is hsa-miR-4675 with sequence GGGGCUGUGAUUGACCAGCAGG. (3) The miRNA is hsa-miR-31-3p with sequence UGCUAUGCCAACAUAUUGCCAU. The protein sequence of the target gene is MIKTQESLTLEDVAVEFSWEEWQLLDTAQKNLYRDVMVENYNHLVSLGYQTSKPDVLSKLAHGQEPWTTDAKIQNKNCPGIGKVDSHLQEHSPNQRLLKSVQQCNGQNTLRNIVHLSKTHFPIVQNHDTFDLYRKNLKSSLSLINQKRRHGINNPVEFIGGEKTLLHGKHERTHTKTRFSENAKCIHTKFQVFKHQRTQKIEKPHACIECEQTFLRKSQLIYHENICIQENPGSGQCEKLSRSVLFTKHLKTNTTDKICIPNEYRKGSTVKSSLITHQQTHTEEKSYMCSECGKGFTMKR.... Result: 1 (interaction). (4) The miRNA is hsa-miR-559 with sequence UAAAGUAAAUAUGCACCAAAA. The protein sequence of the target gene is MPPPSDIVKVAIEWPGANAQLLEIDQKRPLASIIKEVCDGWSLPNPEYYTLRYADGPQLYITEQTRSDIKNGTILQLAISPSRAARQLMERTQSSNMETRLDAMKELAKLSADVTFATEFINMDGIIVLTRLVESGTKLLSHYSEMLAFTLTAFLELMDHGIVSWDMVSITFIKQIAGYVSQPMVDVSILQRSLAILESMVLNSQSLYQKIAEEITVGQLISHLQVSNQEIQTYAIALINALFLKAPEDKRQDMANAFAQKHLRSIILNHVIRGNRPIKTEMAHQLYVLQVLTFNLLEER.... Result: 0 (no interaction). (5) The miRNA is cel-miR-798 with sequence UAAGCCUUACAUAUUGACUGA. The protein sequence of the target gene is MEPRESGKAPVTFDDITVYLLQEEWVLLSQQQKELCGSNKLVAPLGPTVANPELFRKFGRGPEPWLGSVQGQRSLLEHHPGKKQMGYMGEMEVQGPTRESGQSLPPQKKAYLSHLSTGSGHIEGDWAGRNRKLLKPRSIQKSWFVQFPWLIMNEEQTALFCSACREYPSIRDKRSRLIEGYTGPFKVETLKYHAKSKAHMFCVNALAARDPIWAARFRSIRDPPGDVLASPEPLFTADCPIFYPPGPLGGFDSMAELLPSSRAELEDPGGDGAIPAMYLDCISDLRQKEITDGIHSSSDI.... Result: 0 (no interaction).